Predict the reaction yield, written as a fraction of the theoretical maximum amount of product (1.0 means a 100% yield; for example, 0.34 means a 34% yield). From a dataset of Reaction yield outcomes from USPTO patents with 853,638 reactions. (1) The reactants are [NH2:1][C:2]1[CH:7]=[CH:6][CH:5]=[CH:4][C:3]=1[OH:8].C(N(CC)CC)C.O1CCCC1.[I:21][C:22]1[CH:30]=[CH:29][C:25]([C:26](Cl)=[O:27])=[CH:24][CH:23]=1. The catalyst is O. The product is [I:21][C:22]1[CH:30]=[CH:29][C:25]([C:26]([NH:1][C:2]2[CH:7]=[CH:6][CH:5]=[CH:4][C:3]=2[OH:8])=[O:27])=[CH:24][CH:23]=1. The yield is 0.970. (2) The reactants are COC1C=C(OC)C=CC=1C[N:6]([C:30]1[CH:35]=[CH:34][N:33]=[CH:32][N:31]=1)[S:7]([C:10]1[CH:15]=[CH:14][C:13]([O:16][C@H:17]2[CH2:21][CH2:20][CH2:19][C@@H:18]2[C:22]2[N:26]([CH2:27][CH3:28])[N:25]=[CH:24][CH:23]=2)=[CH:12][C:11]=1[F:29])(=[O:9])=[O:8].C([SiH](CC)CC)C.FC(F)(F)C(O)=O. The catalyst is ClCCl. The product is [CH2:27]([N:26]1[C:22]([C@H:18]2[CH2:19][CH2:20][CH2:21][C@@H:17]2[O:16][C:13]2[CH:14]=[CH:15][C:10]([S:7]([NH:6][C:30]3[CH:35]=[CH:34][N:33]=[CH:32][N:31]=3)(=[O:9])=[O:8])=[C:11]([F:29])[CH:12]=2)=[CH:23][CH:24]=[N:25]1)[CH3:28]. The yield is 0.520. (3) The reactants are Br[C:2]1[C:11]2[C:6](=[CH:7][CH:8]=[CH:9][CH:10]=2)[C:5]([C:12]#[N:13])=[N:4][CH:3]=1.[CH3:14][O:15][C:16]1[CH:23]=[C:22]([O:24][CH3:25])[CH:21]=[CH:20][C:17]=1[CH2:18][NH2:19]. The product is [CH3:14][O:15][C:16]1[CH:23]=[C:22]([O:24][CH3:25])[CH:21]=[CH:20][C:17]=1[CH2:18][NH:19][C:2]1[C:11]2[C:6](=[CH:7][CH:8]=[CH:9][CH:10]=2)[C:5]([C:12]#[N:13])=[N:4][CH:3]=1. The yield is 0.300. The catalyst is C(#N)C. (4) The reactants are N#N.[SH:3][CH2:4][CH2:5][CH2:6][Si:7]([O:14][CH2:15][CH3:16])([O:11][CH2:12][CH3:13])[O:8][CH2:9][CH3:10].[SiH4].[C:18](Cl)(=[O:26])[CH2:19][CH2:20][CH2:21][CH2:22][CH2:23][CH2:24][CH3:25]. The catalyst is CCCCCC.C(N(CC)CC)C. The product is [C:18]([S:3][CH2:4][CH2:5][CH2:6][Si:7]([O:14][CH2:15][CH3:16])([O:8][CH2:9][CH3:10])[O:11][CH2:12][CH3:13])(=[O:26])[CH2:19][CH2:20][CH2:21][CH2:22][CH2:23][CH2:24][CH3:25]. The yield is 0.870. (5) The reactants are I.[NH2:2][CH:3]1[CH2:8][CH2:7][CH2:6][CH:5]([N:9]2[C:18]3[CH:17]=[CH:16][CH:15]=[C:14]([Cl:19])[C:13]=3[C:12]3=[N:20][O:21][C:22]([CH3:23])=[C:11]3[C:10]2=[O:24])[CH2:4]1.C([O-])(O)=O.[Na+]. No catalyst specified. The product is [NH2:2][CH:3]1[CH2:8][CH2:7][CH2:6][CH:5]([N:9]2[C:18]3[CH:17]=[CH:16][CH:15]=[C:14]([Cl:19])[C:13]=3[C:12]3=[N:20][O:21][C:22]([CH3:23])=[C:11]3[C:10]2=[O:24])[CH2:4]1. The yield is 0.980. (6) The reactants are [O:1]=[C:2]1[C:10]2[C:5](=[CH:6][CH:7]=[CH:8][CH:9]=2)[C:4](=[O:11])[N:3]1[CH2:12][C:13]([NH:15][OH:16])=[NH:14].[O-2].[Mg+2].[C:19]1([S:25][CH2:26][C:27](Cl)=O)[CH:24]=[CH:23][CH:22]=[CH:21][CH:20]=1. The catalyst is CN(C=O)C. The product is [C:19]1([S:25][CH2:26][C:27]2[O:16][N:15]=[C:13]([CH2:12][N:3]3[C:2](=[O:1])[C:10]4[C:5](=[CH:6][CH:7]=[CH:8][CH:9]=4)[C:4]3=[O:11])[N:14]=2)[CH:24]=[CH:23][CH:22]=[CH:21][CH:20]=1. The yield is 0.550. (7) The reactants are [CH2:1]([NH:3][C:4](=[S:19])[N:5]([CH3:18])[C:6]1[S:10][C:9]([C:11]2[CH:12]=[N:13][CH:14]=[CH:15][CH:16]=2)=[N:8][C:7]=1[CH3:17])[CH3:2].I[CH2:21][CH3:22]. The catalyst is C(O)C. The product is [CH2:21]([S:19][C:4](=[N:3][CH2:1][CH3:2])[N:5]([CH3:18])[C:6]1[S:10][C:9]([C:11]2[CH:12]=[N:13][CH:14]=[CH:15][CH:16]=2)=[N:8][C:7]=1[CH3:17])[CH3:22]. The yield is 0.390. (8) The reactants are [C:1]([NH:5][S:6]([CH2:9][CH2:10][CH2:11]Cl)(=[O:8])=[O:7])([CH3:4])([CH3:3])[CH3:2].[CH2:13]([Li])CCC.IC.C(OCC)(=O)C. The catalyst is O. The product is [C:1]([NH:5][S:6]([C:9]1([CH3:13])[CH2:11][CH2:10]1)(=[O:8])=[O:7])([CH3:4])([CH3:3])[CH3:2]. The yield is 0.990. (9) The reactants are O(CCCCCCC=O)C1C=CC=CC=1.C([O:18][C:19](=O)[CH2:20][CH2:21][CH2:22][CH2:23][CH2:24][CH2:25][O:26][C:27]1[CH:32]=[CH:31][C:30]([O:33][CH2:34][C:35]2[CH:40]=[CH:39][CH:38]=[CH:37][CH:36]=2)=[CH:29][CH:28]=1)C.[H-].C([Al+]CC(C)C)C(C)C. The catalyst is C1COCC1. The product is [CH2:34]([O:33][C:30]1[CH:29]=[CH:28][C:27]([O:26][CH2:25][CH2:24][CH2:23][CH2:22][CH2:21][CH2:20][CH:19]=[O:18])=[CH:32][CH:31]=1)[C:35]1[CH:36]=[CH:37][CH:38]=[CH:39][CH:40]=1. The yield is 0.630.